This data is from Catalyst prediction with 721,799 reactions and 888 catalyst types from USPTO. The task is: Predict which catalyst facilitates the given reaction. (1) Reactant: [OH:1][C:2]1([CH3:16])[CH2:5][CH:4]([NH:6]C(=O)OC(C)(C)C)[C:3]1([CH3:15])[CH3:14].FC(F)(F)C(O)=O. Product: [NH2:6][CH:4]1[CH2:5][C:2]([CH3:16])([OH:1])[C:3]1([CH3:15])[CH3:14]. The catalyst class is: 2. (2) Reactant: [Cl:1][C:2]1[CH:3]=[CH:4][C:5]2[O:9][CH:8]([C:10]([OH:12])=O)[CH2:7][C:6]=2[CH:13]=1.CCN=C=NCCCN(C)C.Cl.C1C=CC2N(O)N=NC=2C=1.C(N(CC)CC)C.[N:43]1([C:49]([O:51][C:52]([CH3:55])([CH3:54])[CH3:53])=[O:50])[CH2:48][CH2:47][NH:46][CH2:45][CH2:44]1. Product: [Cl:1][C:2]1[CH:3]=[CH:4][C:5]2[O:9][CH:8]([C:10]([N:46]3[CH2:45][CH2:44][N:43]([C:49]([O:51][C:52]([CH3:55])([CH3:54])[CH3:53])=[O:50])[CH2:48][CH2:47]3)=[O:12])[CH2:7][C:6]=2[CH:13]=1. The catalyst class is: 9. (3) Reactant: [C:1]([C:5]1[CH:12]=[CH:11][C:8]([CH:9]=O)=[CH:7][CH:6]=1)([CH3:4])([CH3:3])[CH3:2].[CH2:13]([NH2:17])[CH2:14][CH2:15][CH3:16].[BH4-].[Na+]. Product: [CH2:13]([NH:17][CH2:9][C:8]1[CH:11]=[CH:12][C:5]([C:1]([CH3:4])([CH3:3])[CH3:2])=[CH:6][CH:7]=1)[CH2:14][CH2:15][CH3:16]. The catalyst class is: 240. (4) Reactant: Cl[C:2]1[C:7]([N+:8]([O-:10])=[O:9])=[CH:6][CH:5]=[CH:4][N:3]=1.C(=O)([O-])[O-].[Na+].[Na+].[CH2:17]([NH:24][CH2:25][C:26]1[CH:31]=[CH:30][CH:29]=[CH:28][CH:27]=1)[C:18]1[CH:23]=[CH:22][CH:21]=[CH:20][CH:19]=1.O. Product: [CH2:25]([N:24]([CH2:17][C:18]1[CH:23]=[CH:22][CH:21]=[CH:20][CH:19]=1)[C:2]1[C:7]([N+:8]([O-:10])=[O:9])=[CH:6][CH:5]=[CH:4][N:3]=1)[C:26]1[CH:31]=[CH:30][CH:29]=[CH:28][CH:27]=1. The catalyst class is: 7.